Dataset: Forward reaction prediction with 1.9M reactions from USPTO patents (1976-2016). Task: Predict the product of the given reaction. (1) Given the reactants [C:1]([C:3]1[CH:8]=[CH:7][C:6]([CH:9]=[CH:10][C:11]([O:13][C:14]([CH3:17])([CH3:16])[CH3:15])=[O:12])=[CH:5][C:4]=1[O:18][CH3:19])#[N:2].[H][H], predict the reaction product. The product is: [C:1]([C:3]1[CH:8]=[CH:7][C:6]([CH2:9][CH2:10][C:11]([O:13][C:14]([CH3:15])([CH3:17])[CH3:16])=[O:12])=[CH:5][C:4]=1[O:18][CH3:19])#[N:2]. (2) Given the reactants Cl[C:2]1[N:6]([C:7]2[CH:12]=[CH:11][CH:10]=[C:9]([Cl:13])[C:8]=2[Cl:14])[N:5]=[N:4][N:3]=1.[Cl:15][C:16]1[CH:21]=[CH:20][C:19]([CH:22]2[CH2:26][CH2:25][CH2:24][NH:23]2)=[CH:18][CH:17]=1, predict the reaction product. The product is: [Cl:15][C:16]1[CH:17]=[CH:18][C:19]([CH:22]2[CH2:26][CH2:25][CH2:24][N:23]2[C:2]2[N:6]([C:7]3[CH:12]=[CH:11][CH:10]=[C:9]([Cl:13])[C:8]=3[Cl:14])[N:5]=[N:4][N:3]=2)=[CH:20][CH:21]=1. (3) Given the reactants [CH3:1][O:2][CH2:3][C:4]1[N:9]=[C:8]([NH2:10])[C:7]([NH2:11])=[C:6]([NH2:12])[CH:5]=1.Br.Br[CH2:15][C:16]([C:18]1[C:23]([C:24]([F:27])([F:26])[F:25])=[CH:22][CH:21]=[CH:20][N:19]=1)=O.C([O-])(O)=O.[Na+].O1CCOCC1, predict the reaction product. The product is: [CH3:1][O:2][CH2:3][C:4]1[CH:5]=[C:6]([NH2:12])[C:7]2[C:8]([N:9]=1)=[N:10][C:16]([C:18]1[C:23]([C:24]([F:27])([F:25])[F:26])=[CH:22][CH:21]=[CH:20][N:19]=1)=[CH:15][N:11]=2. (4) Given the reactants [OH:1][C:2]1[CH:9]=[CH:8][C:7]([C:10]([F:13])([F:12])[F:11])=[CH:6][C:3]=1[CH:4]=[O:5].C([O-])([O-])=O.[K+].[K+].[F:20][C:21]1[CH:28]=[CH:27][C:24]([CH2:25]Br)=[CH:23][CH:22]=1, predict the reaction product. The product is: [F:20][C:21]1[CH:28]=[CH:27][C:24]([CH2:25][O:1][C:2]2[CH:9]=[CH:8][C:7]([C:10]([F:11])([F:12])[F:13])=[CH:6][C:3]=2[CH:4]=[O:5])=[CH:23][CH:22]=1. (5) Given the reactants [CH2:1]([C:8]1[NH:26][C:11]2[N:12]=[N:13][C:14]([CH2:16][CH2:17][CH2:18][CH2:19][C:20]3[S:24][C:23]([NH2:25])=[N:22][N:21]=3)=[CH:15][C:10]=2[CH:9]=1)[C:2]1[CH:7]=[CH:6][CH:5]=[CH:4][CH:3]=1.[OH:27][C@@H:28]([C:32]1[CH:37]=[CH:36][CH:35]=[CH:34][CH:33]=1)[C:29](O)=[O:30], predict the reaction product. The product is: [CH2:1]([C:8]1[NH:26][C:11]2[N:12]=[N:13][C:14]([CH2:16][CH2:17][CH2:18][CH2:19][C:20]3[S:24][C:23]([NH:25][C:29](=[O:30])[C@@H:28]([OH:27])[C:32]4[CH:37]=[CH:36][CH:35]=[CH:34][CH:33]=4)=[N:22][N:21]=3)=[CH:15][C:10]=2[CH:9]=1)[C:2]1[CH:7]=[CH:6][CH:5]=[CH:4][CH:3]=1.